From a dataset of Full USPTO retrosynthesis dataset with 1.9M reactions from patents (1976-2016). Predict the reactants needed to synthesize the given product. (1) Given the product [Br:7][C:8]1[S:12][C:11]([CH:13]2[S:4][CH2:3][CH2:2][NH:1][C:18](=[O:5])[CH2:17]2)=[CH:10][CH:9]=1, predict the reactants needed to synthesize it. The reactants are: [NH2:1][CH2:2][CH2:3][SH:4].[OH-:5].[Na+].[Br:7][C:8]1[S:12][C:11]([C:13](=[CH2:17])C([O-])=O)=[CH:10][CH:9]=1.[CH3:18]O. (2) Given the product [F:14][C:7]1[C:8]([O:12][CH3:13])=[CH:9][CH:10]=[CH:11][C:6]=1[C:4]1[O:15][N:16]=[C:17]([CH2:18][CH2:19][C@@:20]([CH3:30])([S:26]([CH3:29])(=[O:28])=[O:27])[C:21]([O:23][CH2:24][CH3:25])=[O:22])[CH:5]=1, predict the reactants needed to synthesize it. The reactants are: Cl[O-].[Na+].[C:4]([C:6]1[CH:11]=[CH:10][CH:9]=[C:8]([O:12][CH3:13])[C:7]=1[F:14])#[CH:5].[OH:15][N:16]=[CH:17][CH2:18][CH2:19][C@@:20]([CH3:30])([S:26]([CH3:29])(=[O:28])=[O:27])[C:21]([O:23][CH2:24][CH3:25])=[O:22].O.